Predict the product of the given reaction. From a dataset of Forward reaction prediction with 1.9M reactions from USPTO patents (1976-2016). (1) Given the reactants [CH2:1]([O:8][C:9]1[CH:13]=[C:12]([NH2:14])[N:11]([CH3:15])[N:10]=1)[C:2]1[CH:7]=[CH:6][CH:5]=[CH:4][CH:3]=1.C(N(CC)CC)C.O1CCCC1.Cl[CH2:29][CH2:30][CH2:31][CH2:32][C:33](Cl)=[O:34], predict the reaction product. The product is: [CH2:1]([O:8][C:9]1[CH:13]=[C:12]([N:14]2[CH2:29][CH2:30][CH2:31][CH2:32][C:33]2=[O:34])[N:11]([CH3:15])[N:10]=1)[C:2]1[CH:3]=[CH:4][CH:5]=[CH:6][CH:7]=1. (2) Given the reactants [Cl:1][C:2]1[C:3]([F:45])=[C:4]([C@@H:8]2[C@:12]([C:15]3[CH:20]=[CH:19][C:18]([Cl:21])=[CH:17][C:16]=3[F:22])([C:13]#[N:14])[C@H:11]([CH2:23][C:24]([CH3:27])([CH3:26])[CH3:25])[NH:10][C@H:9]2[C:28]([NH:30][C:31]2[CH:39]=C[C:34]([C:35]([OH:37])=O)=[CH:33][C:32]=2OC(F)(F)F)=[O:29])[CH:5]=[CH:6][CH:7]=1.[CH3:46]OCCOC.C=O.Cl, predict the reaction product. The product is: [Cl:1][C:2]1[C:3]([F:45])=[C:4]([C@H:8]2[C@H:9]3[N:10]([CH2:46][N:30]([C:31]4[CH:32]=[CH:33][CH:34]=[C:35]([OH:37])[CH:39]=4)[C:28]3=[O:29])[C@@H:11]([CH2:23][C:24]([CH3:25])([CH3:27])[CH3:26])[C@@:12]2([C:15]2[CH:20]=[CH:19][C:18]([Cl:21])=[CH:17][C:16]=2[F:22])[C:13]#[N:14])[CH:5]=[CH:6][CH:7]=1.